This data is from Full USPTO retrosynthesis dataset with 1.9M reactions from patents (1976-2016). The task is: Predict the reactants needed to synthesize the given product. (1) Given the product [C:61]([C:58]1[CH:59]=[CH:60][C:55](/[C:36](/[C:33]2[CH:34]=[CH:35][C:30]([CH2:28][CH3:29])=[C:31]([O:65][CH3:66])[N:32]=2)=[CH:37]\[C@@H:38]2[N:39]([CH2:44][C:45]3[CH:50]=[CH:49][C:48]([O:51][CH3:52])=[CH:47][C:46]=3[O:53][CH3:54])[C:40](=[O:43])[CH2:41][CH2:42]2)=[CH:56][CH:57]=1)([CH3:63])([CH3:62])[CH3:64], predict the reactants needed to synthesize it. The reactants are: C([SnH](CCCC)CCCC)CCC.N(C(C)(C)C#N)=NC(C)(C)C#N.C(SC)(=S)O[CH:28]([C:30]1[C:31]([O:65][CH3:66])=[N:32][C:33](/[C:36](/[C:55]2[CH:60]=[CH:59][C:58]([C:61]([CH3:64])([CH3:63])[CH3:62])=[CH:57][CH:56]=2)=[CH:37]/[C@H:38]2[CH2:42][CH2:41][C:40](=[O:43])[N:39]2[CH2:44][C:45]2[CH:50]=[CH:49][C:48]([O:51][CH3:52])=[CH:47][C:46]=2[O:53][CH3:54])=[CH:34][CH:35]=1)[CH3:29].O. (2) Given the product [CH3:1][O:2][C@H:3]1[CH2:7][CH2:6][N:5]([C:8]2[CH:9]=[CH:10][C:11]3[N:12]([C:14]([C:17]([NH:59][C:56]4[CH:57]=[CH:58][N:53]=[CH:54][N:55]=4)=[O:19])=[CH:15][N:16]=3)[N:13]=2)[CH2:4]1, predict the reactants needed to synthesize it. The reactants are: [CH3:1][O:2][C@H:3]1[CH2:7][CH2:6][N:5]([C:8]2[CH:9]=[CH:10][C:11]3[N:12]([C:14]([C:17]([OH:19])=O)=[CH:15][N:16]=3)[N:13]=2)[CH2:4]1.CN(C(ON1N=NC2C=CC=NC1=2)=[N+](C)C)C.F[P-](F)(F)(F)(F)F.CCN(C(C)C)C(C)C.[N:53]1[CH:58]=[CH:57][C:56]([NH2:59])=[N:55][CH:54]=1.[H-].[Na+].